From a dataset of Full USPTO retrosynthesis dataset with 1.9M reactions from patents (1976-2016). Predict the reactants needed to synthesize the given product. (1) Given the product [CH:1]1([NH:6][C:7]2[C:12]([CH2:13][NH:14][C:15]3[C:20]([F:21])=[CH:19][CH:18]=[C:17]([O:22][CH2:23][CH3:24])[C:16]=3[F:25])=[CH:11][N:10]=[C:9]([S:26][CH3:27])[N:8]=2)[CH2:2][CH2:3][CH2:4][CH2:5]1, predict the reactants needed to synthesize it. The reactants are: [CH:1]1([NH:6][C:7]2[C:12]([CH:13]=[N:14][C:15]3[C:20]([F:21])=[CH:19][CH:18]=[C:17]([O:22][CH2:23][CH3:24])[C:16]=3[F:25])=[CH:11][N:10]=[C:9]([S:26][CH3:27])[N:8]=2)[CH2:5][CH2:4][CH2:3][CH2:2]1.[H-].[H-].[H-].[H-].[Li+].[Al+3]. (2) The reactants are: Br[C:2]1[C:7]([CH3:8])=[CH:6][C:5]([F:9])=[CH:4][N:3]=1.[C:10](=[N:23][NH2:24])([C:17]1[CH:22]=[CH:21][CH:20]=[CH:19][CH:18]=1)[C:11]1[CH:16]=[CH:15][CH:14]=[CH:13][CH:12]=1.CC(C)([O-])C.[K+]. Given the product [C:10](=[N:23][NH:24][C:2]1[C:7]([CH3:8])=[CH:6][C:5]([F:9])=[CH:4][N:3]=1)([C:17]1[CH:18]=[CH:19][CH:20]=[CH:21][CH:22]=1)[C:11]1[CH:16]=[CH:15][CH:14]=[CH:13][CH:12]=1, predict the reactants needed to synthesize it. (3) Given the product [NH2:27][CH2:26][CH2:25][CH2:24][O:23][C:22]1[CH:21]=[CH:20][C:19]([NH:18][C:16]2[N:17]=[C:13]3[CH:12]=[CH:11][CH:10]=[C:9]([C:6]4[CH:5]=[CH:4][C:3]([O:2][CH3:1])=[CH:8][CH:7]=4)[N:14]3[N:15]=2)=[CH:39][CH:38]=1, predict the reactants needed to synthesize it. The reactants are: [CH3:1][O:2][C:3]1[CH:8]=[CH:7][C:6]([C:9]2[N:14]3[N:15]=[C:16]([NH:18][C:19]4[CH:39]=[CH:38][C:22]([O:23][CH2:24][CH2:25][CH2:26][N:27]5C(=O)C6C(=CC=CC=6)C5=O)=[CH:21][CH:20]=4)[N:17]=[C:13]3[CH:12]=[CH:11][CH:10]=2)=[CH:5][CH:4]=1.O.NN. (4) Given the product [Cl:14][C:12]1[CH:11]=[CH:10][C:9]([CH3:15])=[C:8]([C:6]2[N:7]=[C:25]([N:24]([C:21]3[CH:22]=[CH:23][C:18]([Cl:17])=[CH:19][CH:20]=3)[CH3:26])[N:3]=[C:4]([NH2:16])[N:5]=2)[CH:13]=1, predict the reactants needed to synthesize it. The reactants are: ClC1[N:7]=[C:6]([C:8]2[CH:13]=[C:12]([Cl:14])[CH:11]=[CH:10][C:9]=2[CH3:15])[N:5]=[C:4]([NH2:16])[N:3]=1.[Cl:17][C:18]1[CH:23]=[CH:22][C:21]([NH:24][CH3:25])=[CH:20][CH:19]=1.[CH:26](N(C(C)C)CC)(C)C.